Dataset: Forward reaction prediction with 1.9M reactions from USPTO patents (1976-2016). Task: Predict the product of the given reaction. (1) Given the reactants N[C:2]1[CH:7]=CN=CC=1.[CH2:8]([C@H:10]1[O:12][CH2:11]1)[Cl:9].[C]=[O:14].[CH2:15]([OH:17])C, predict the reaction product. The product is: [CH2:7]([O:14][C:15](=[O:17])[CH2:11][CH:10]([OH:12])[CH2:8][Cl:9])[CH3:2]. (2) Given the reactants [NH2:1][C:2]1[S:3][C:4]([C:10]2[C:15]([F:16])=[CH:14][C:13]([C:17]([OH:20])([CH3:19])[CH3:18])=[CH:12][C:11]=2[F:21])=[CH:5][C:6]=1[C:7]([NH2:9])=[O:8].Br[C:23]1[N:28]=[C:27]([C:29]#[C:30][C:31]([CH3:34])([OH:33])[CH3:32])[CH:26]=[CH:25][CH:24]=1, predict the reaction product. The product is: [F:16][C:15]1[CH:14]=[C:13]([C:17]([OH:20])([CH3:18])[CH3:19])[CH:12]=[C:11]([F:21])[C:10]=1[C:4]1[S:3][C:2]([NH:1][C:23]2[CH:24]=[CH:25][CH:26]=[C:27]([C:29]#[C:30][C:31]([OH:33])([CH3:32])[CH3:34])[N:28]=2)=[C:6]([C:7]([NH2:9])=[O:8])[CH:5]=1. (3) Given the reactants [C:1]([O:5][C:6]([N:8]1[CH2:14][CH2:13][CH2:12][N:11]([S:15]([C:18]2[CH:19]=[C:20]3[C:25](=[CH:26][CH:27]=2)[CH:24]=[N+:23]([O-])[CH:22]=[CH:21]3)(=[O:17])=[O:16])[C@@H:10]([CH3:29])[CH2:9]1)=[O:7])([CH3:4])([CH3:3])[CH3:2].C(Cl)(=O)OCC.[C:36]([O:40][C:41]([NH:43][CH2:44][CH2:45][SH:46])=[O:42])([CH3:39])([CH3:38])[CH3:37].C(N(CC)CC)C, predict the reaction product. The product is: [C:36]([O:40][C:41]([NH:43][CH2:44][CH2:45][S:46][C:24]1[C:25]2[C:20](=[CH:19][C:18]([S:15]([N:11]3[CH2:12][CH2:13][CH2:14][N:8]([C:6]([O:5][C:1]([CH3:4])([CH3:3])[CH3:2])=[O:7])[CH2:9][C@@H:10]3[CH3:29])(=[O:17])=[O:16])=[CH:27][CH:26]=2)[CH:21]=[CH:22][N:23]=1)=[O:42])([CH3:39])([CH3:38])[CH3:37]. (4) Given the reactants [O:1]=[C:2]1[N:6]([C:7]2[CH:14]=[CH:13][C:10]([C:11]#[N:12])=[C:9]([C:15]([F:18])([F:17])[F:16])[CH:8]=2)[C@@H:5]2[CH2:19][CH2:20][CH2:21][CH2:22][C@H:4]2[NH:3]1.[H-].[Na+].[Cl:25][C:26]1[C:33]([CH3:34])=[C:32](F)[CH:31]=[CH:30][C:27]=1[C:28]#[N:29], predict the reaction product. The product is: [Cl:25][C:26]1[C:33]([CH3:34])=[C:32]([N:3]2[C@@H:4]3[CH2:22][CH2:21][CH2:20][CH2:19][C@H:5]3[N:6]([C:7]3[CH:14]=[CH:13][C:10]([C:11]#[N:12])=[C:9]([C:15]([F:18])([F:16])[F:17])[CH:8]=3)[C:2]2=[O:1])[CH:31]=[CH:30][C:27]=1[C:28]#[N:29]. (5) Given the reactants C(O[C:6]([N:8]1[CH2:12][C:11](=[N:13][O:14][CH3:15])[CH2:10][C@H:9]1[C:16]([OH:18])=O)=[O:7])(C)(C)C.[CH3:19][C:20]1[CH:25]=[CH:24][CH:23]=[C:22]([CH3:26])[C:21]=1[C:27]1[CH:32]=[CH:31][C:30](C(O)=O)=[CH:29][CH:28]=1.[NH2:36][CH2:37][CH:38]([C:40]1[CH:45]=[CH:44][CH:43]=[CH:42][CH:41]=1)[OH:39], predict the reaction product. The product is: [CH3:26][C:22]1[CH:23]=[CH:24][CH:25]=[C:20]([CH3:19])[C:21]=1[C:27]1[CH:28]=[CH:29][C:30]([C:6]([N:8]2[CH2:12][C:11](=[N:13][O:14][CH3:15])[CH2:10][C@H:9]2[C:16]([NH:36][CH2:37][CH:38]([OH:39])[C:40]2[CH:45]=[CH:44][CH:43]=[CH:42][CH:41]=2)=[O:18])=[O:7])=[CH:31][CH:32]=1.